Dataset: Peptide-MHC class I binding affinity with 185,985 pairs from IEDB/IMGT. Task: Regression. Given a peptide amino acid sequence and an MHC pseudo amino acid sequence, predict their binding affinity value. This is MHC class I binding data. (1) The peptide sequence is RRTPKKAK. The MHC is HLA-B27:05 with pseudo-sequence HLA-B27:05. The binding affinity (normalized) is 0.427. (2) The peptide sequence is WRNPAEEREKL. The MHC is Mamu-B08 with pseudo-sequence Mamu-B08. The binding affinity (normalized) is 0.219.